Dataset: Forward reaction prediction with 1.9M reactions from USPTO patents (1976-2016). Task: Predict the product of the given reaction. (1) The product is: [CH2:1]([O:3][C:4]([C:6]1[C:15](=[O:16])[C:14]2[C:9](=[C:10]([O:27][CH:28]([F:29])[F:30])[C:11]([N:18]3[CH2:22][CH2:21][C@@H:20]([C:23]([NH2:26])([CH3:25])[CH3:24])[CH2:19]3)=[C:12]([F:17])[CH:13]=2)[N:8]([CH:31]2[CH2:33][CH2:32]2)[C:7]=1[SH:34])=[O:5])[CH3:2]. Given the reactants [CH2:1]([O:3][C:4]([C:6]1[C:15](=[O:16])[C:14]2[C:9](=[C:10]([O:27][CH:28]([F:30])[F:29])[C:11]([N:18]3[CH2:22][CH2:21][C@@H:20]([C:23]([NH2:26])([CH3:25])[CH3:24])[CH2:19]3)=[C:12]([F:17])[CH:13]=2)[N:8]([CH:31]2[CH2:33][CH2:32]2)[C:7]=1[S:34](C)(=O)=O)=[O:5])[CH3:2].O.[SH-].[Na+], predict the reaction product. (2) Given the reactants C(OC([N:8]1[CH2:12][CH2:11][CH2:10][CH:9]1[CH2:13][C:14]1[CH:19]=[CH:18][CH:17]=[CH:16][CH:15]=1)=O)(C)(C)C.Cl, predict the reaction product. The product is: [CH2:13]([CH:9]1[CH2:10][CH2:11][CH2:12][NH:8]1)[C:14]1[CH:19]=[CH:18][CH:17]=[CH:16][CH:15]=1.